This data is from Catalyst prediction with 721,799 reactions and 888 catalyst types from USPTO. The task is: Predict which catalyst facilitates the given reaction. The catalyst class is: 50. Product: [Si:1]([O:8][CH2:9][CH2:10][N:11]1[N:27]=[CH:26][C:25]2[NH:24][C:23](=[O:28])[C@H:22]([CH3:29])[CH2:21][CH2:20][CH2:19][C@H:18]([NH:30][C:31](=[O:37])[O:32][C:33]([CH3:36])([CH3:35])[CH3:34])[C:17]3[CH:38]=[C:13]([CH:14]=[CH:15][N:16]=3)[C:12]1=2)([C:4]([CH3:6])([CH3:7])[CH3:5])([CH3:3])[CH3:2]. Reactant: [Si:1]([O:8][CH2:9][CH2:10][N:11]1[N:27]=[CH:26][C:25]2[NH:24][C:23](=[O:28])[C@H:22]([CH3:29])[CH:21]=[CH:20][CH2:19][C@H:18]([NH:30][C:31](=[O:37])[O:32][C:33]([CH3:36])([CH3:35])[CH3:34])[C:17]3[CH:38]=[C:13]([CH:14]=[CH:15][N:16]=3)[C:12]1=2)([C:4]([CH3:7])([CH3:6])[CH3:5])([CH3:3])[CH3:2].